From a dataset of NCI-60 drug combinations with 297,098 pairs across 59 cell lines. Regression. Given two drug SMILES strings and cell line genomic features, predict the synergy score measuring deviation from expected non-interaction effect. (1) Drug 1: C1=CC=C(C=C1)NC(=O)CCCCCCC(=O)NO. Drug 2: C1=NNC2=C1C(=O)NC=N2. Cell line: SNB-19. Synergy scores: CSS=-1.11, Synergy_ZIP=-3.02, Synergy_Bliss=-3.73, Synergy_Loewe=-5.74, Synergy_HSA=-4.34. (2) Drug 2: CCC1(C2=C(COC1=O)C(=O)N3CC4=CC5=C(C=CC(=C5CN(C)C)O)N=C4C3=C2)O.Cl. Drug 1: CC(C)CN1C=NC2=C1C3=CC=CC=C3N=C2N. Synergy scores: CSS=9.30, Synergy_ZIP=-7.57, Synergy_Bliss=-1.36, Synergy_Loewe=-8.63, Synergy_HSA=-2.33. Cell line: SK-OV-3. (3) Drug 1: C1=NC2=C(N1)C(=S)N=C(N2)N. Drug 2: C1=NC2=C(N=C(N=C2N1C3C(C(C(O3)CO)O)O)F)N. Cell line: MDA-MB-435. Synergy scores: CSS=4.66, Synergy_ZIP=-8.32, Synergy_Bliss=-9.25, Synergy_Loewe=-13.8, Synergy_HSA=-8.15. (4) Drug 1: COC1=NC(=NC2=C1N=CN2C3C(C(C(O3)CO)O)O)N. Drug 2: C1CCC(C(C1)N)N.C(=O)(C(=O)[O-])[O-].[Pt+4]. Cell line: A498. Synergy scores: CSS=23.6, Synergy_ZIP=-1.43, Synergy_Bliss=1.37, Synergy_Loewe=-19.6, Synergy_HSA=-2.20. (5) Drug 1: CS(=O)(=O)CCNCC1=CC=C(O1)C2=CC3=C(C=C2)N=CN=C3NC4=CC(=C(C=C4)OCC5=CC(=CC=C5)F)Cl. Drug 2: B(C(CC(C)C)NC(=O)C(CC1=CC=CC=C1)NC(=O)C2=NC=CN=C2)(O)O. Cell line: HS 578T. Synergy scores: CSS=20.5, Synergy_ZIP=-0.771, Synergy_Bliss=-0.895, Synergy_Loewe=-40.9, Synergy_HSA=0.0889. (6) Drug 1: CC1=CC=C(C=C1)C2=CC(=NN2C3=CC=C(C=C3)S(=O)(=O)N)C(F)(F)F. Drug 2: C1CCC(C(C1)N)N.C(=O)(C(=O)[O-])[O-].[Pt+4]. Cell line: SR. Synergy scores: CSS=65.5, Synergy_ZIP=-0.350, Synergy_Bliss=-2.23, Synergy_Loewe=-26.2, Synergy_HSA=-2.07. (7) Drug 1: CNC(=O)C1=CC=CC=C1SC2=CC3=C(C=C2)C(=NN3)C=CC4=CC=CC=N4. Drug 2: C1CC(=O)NC(=O)C1N2C(=O)C3=CC=CC=C3C2=O. Cell line: A549. Synergy scores: CSS=2.35, Synergy_ZIP=-2.59, Synergy_Bliss=-4.52, Synergy_Loewe=-6.90, Synergy_HSA=-4.13.